Dataset: Forward reaction prediction with 1.9M reactions from USPTO patents (1976-2016). Task: Predict the product of the given reaction. Given the reactants Cl.O1CCOCC1.[Br:8][C:9]1[CH:10]=[CH:11][C:12]([O:18][C:19]2[CH:24]=[CH:23][CH:22]=[CH:21][C:20]=2[C:25]2[CH:30]=[C:29]([N:31]3[CH2:36][CH2:35][O:34][CH2:33][CH2:32]3)[CH:28]=[C:27]([O:37]CC3C=CC(OC)=CC=3)[N:26]=2)=[C:13]([CH:17]=1)[C:14]([OH:16])=[O:15], predict the reaction product. The product is: [Br:8][C:9]1[CH:10]=[CH:11][C:12]([O:18][C:19]2[CH:24]=[CH:23][CH:22]=[CH:21][C:20]=2[C:25]2[NH:26][C:27](=[O:37])[CH:28]=[C:29]([N:31]3[CH2:32][CH2:33][O:34][CH2:35][CH2:36]3)[CH:30]=2)=[C:13]([CH:17]=1)[C:14]([OH:16])=[O:15].